This data is from Full USPTO retrosynthesis dataset with 1.9M reactions from patents (1976-2016). The task is: Predict the reactants needed to synthesize the given product. Given the product [O:27]1[C:24]2[CH:25]=[CH:26][CH:21]=[CH:22][C:23]=2[O:29][CH2:28]1, predict the reactants needed to synthesize it. The reactants are: C(Cl)Cl.C(N(CC)CC)C.[B]1OC(C)(C)C(C)(C)O1.I[C:21]1[CH:26]=[CH:25][C:24]2[O:27][CH2:28][O:29][C:23]=2[CH:22]=1.